This data is from Forward reaction prediction with 1.9M reactions from USPTO patents (1976-2016). The task is: Predict the product of the given reaction. Given the reactants [CH3:1][O:2][C:3]1[CH:11]=[CH:10][C:6]([C:7](Cl)=[O:8])=[CH:5][CH:4]=1.[C:12]1([CH2:18][CH2:19][O:20][CH2:21][CH2:22][CH2:23][S:24]([CH2:27][CH2:28][OH:29])(=[O:26])=[O:25])[CH:17]=[CH:16][CH:15]=[CH:14][CH:13]=1.C(N(CC)CC)C.C(=O)([O-])O.[Na+], predict the reaction product. The product is: [CH3:1][O:2][C:3]1[CH:11]=[CH:10][C:6]([C:7]([O:29][CH2:28][CH2:27][S:24]([CH2:23][CH2:22][CH2:21][O:20][CH2:19][CH2:18][C:12]2[CH:13]=[CH:14][CH:15]=[CH:16][CH:17]=2)(=[O:25])=[O:26])=[O:8])=[CH:5][CH:4]=1.